From a dataset of Reaction yield outcomes from USPTO patents with 853,638 reactions. Predict the reaction yield, written as a fraction of the theoretical maximum amount of product (1.0 means a 100% yield; for example, 0.34 means a 34% yield). The reactants are [NH2:1][C:2]1[CH:7]=[CH:6][C:5]([C:8]([C:13]2[CH:18]=[CH:17][C:16]([O:19][S:20]([C:23]([F:26])([F:25])[F:24])(=[O:22])=[O:21])=[C:15]([CH3:27])[CH:14]=2)([CH2:11][CH3:12])[CH2:9][CH3:10])=[CH:4][C:3]=1[CH3:28].[CH3:29][O:30][C:31](=[O:38])[CH2:32][CH2:33][CH2:34][C:35](O)=[O:36].C(Cl)CCl.CCN(CC)CC.C([O-])(O)=O.[Na+]. The catalyst is C(Cl)Cl. The product is [CH3:29][O:30][C:31](=[O:38])[CH2:32][CH2:33][CH2:34][C:35](=[O:36])[NH:1][C:2]1[CH:7]=[CH:6][C:5]([C:8]([CH2:11][CH3:12])([C:13]2[CH:18]=[CH:17][C:16]([O:19][S:20]([C:23]([F:26])([F:24])[F:25])(=[O:22])=[O:21])=[C:15]([CH3:27])[CH:14]=2)[CH2:9][CH3:10])=[CH:4][C:3]=1[CH3:28]. The yield is 0.750.